Dataset: Forward reaction prediction with 1.9M reactions from USPTO patents (1976-2016). Task: Predict the product of the given reaction. Given the reactants [Br:1][C:2]1[N:6]([C:7]([CH3:10])([CH3:9])[CH3:8])[N:5]=[CH:4][C:3]=1[C:11]1[S:12][CH:13]=[C:14]([CH2:16][C:17]([O:19]CC)=[O:18])[N:15]=1.[OH-].[Na+], predict the reaction product. The product is: [Br:1][C:2]1[N:6]([C:7]([CH3:10])([CH3:9])[CH3:8])[N:5]=[CH:4][C:3]=1[C:11]1[S:12][CH:13]=[C:14]([CH2:16][C:17]([OH:19])=[O:18])[N:15]=1.